Task: Predict the reactants needed to synthesize the given product.. Dataset: Full USPTO retrosynthesis dataset with 1.9M reactions from patents (1976-2016) Given the product [C:8]1([C:5]2[N:4]=[N:3][C:2]([N:21]3[CH2:26][CH2:25][C:24]4([C:34]5[C:29](=[CH:30][CH:31]=[CH:32][CH:33]=5)[CH:28]=[CH:27]4)[CH2:23][CH2:22]3)=[CH:7][CH:6]=2)[CH:13]=[CH:12][CH:11]=[CH:10][CH:9]=1, predict the reactants needed to synthesize it. The reactants are: Cl[C:2]1[N:3]=[N:4][C:5]([C:8]2[CH:13]=[CH:12][CH:11]=[CH:10][CH:9]=2)=[CH:6][CH:7]=1.FC(F)(F)C(O)=O.[NH:21]1[CH2:26][CH2:25][C:24]2([C:34]3[C:29](=[CH:30][CH:31]=[CH:32][CH:33]=3)[CH:28]=[CH:27]2)[CH2:23][CH2:22]1.C(=O)([O-])[O-].[K+].[K+].